This data is from Peptide-MHC class I binding affinity with 185,985 pairs from IEDB/IMGT. The task is: Regression. Given a peptide amino acid sequence and an MHC pseudo amino acid sequence, predict their binding affinity value. This is MHC class I binding data. (1) The peptide sequence is GHMMVIFRL. The MHC is HLA-A02:19 with pseudo-sequence HLA-A02:19. The binding affinity (normalized) is 0.0847. (2) The peptide sequence is LDYQGMLPV. The MHC is Patr-B2401 with pseudo-sequence Patr-B2401. The binding affinity (normalized) is 0.367. (3) The peptide sequence is KSYVKSKL. The MHC is H-2-Kb with pseudo-sequence H-2-Kb. The binding affinity (normalized) is 0.343. (4) The peptide sequence is QELYSPLFLI. The MHC is HLA-B40:01 with pseudo-sequence HLA-B40:01. The binding affinity (normalized) is 0.396. (5) The peptide sequence is PKIFEDQLLP. The MHC is H-2-Db with pseudo-sequence H-2-Db. The binding affinity (normalized) is 0.